Dataset: HIV replication inhibition screening data with 41,000+ compounds from the AIDS Antiviral Screen. Task: Binary Classification. Given a drug SMILES string, predict its activity (active/inactive) in a high-throughput screening assay against a specified biological target. (1) The drug is COC(=O)C(Cc1ccccc1)NC(=O)OCC1OC(n2cc(C)c(=O)[nH]c2=O)CC1N=[N+]=[N-]. The result is 0 (inactive). (2) The drug is CN(C(=O)C12C3C4C1C1C2C3C41C#N)C(C)(C)C. The result is 0 (inactive). (3) The molecule is C#CCn1c(I)cc2c(c1=O)COC(=O)C2(O)CC. The result is 0 (inactive). (4) The compound is CC1CCC2C(C)C3C(CC4C5CC=C6CC(O)CCC6(C)C5CC(O)C43C)N2C1. The result is 0 (inactive). (5) The drug is CCCOC(=O)c1ccc(N)cc1. The result is 0 (inactive). (6) The molecule is CC1=NC(C)(C)CC2CCC(O)C12. The result is 0 (inactive). (7) The molecule is [N-]=[N+]=NC1=C(c2ccccc2)C(=O)c2cccc3cccc1c23. The result is 0 (inactive). (8) The compound is NC(CSC=CC(=O)O)C(=O)O. The result is 0 (inactive).